From a dataset of Reaction yield outcomes from USPTO patents with 853,638 reactions. Predict the reaction yield, written as a fraction of the theoretical maximum amount of product (1.0 means a 100% yield; for example, 0.34 means a 34% yield). (1) The reactants are [Cl:1][C:2]1[CH:20]=[CH:19][C:5]([CH2:6][N:7]2[CH:12]=[C:11](Br)[CH:10]=[C:9]([C:14]([O:16][CH3:17])=[O:15])[C:8]2=[O:18])=[CH:4][CH:3]=1.[CH3:21][O:22][C:23]1[CH:28]=[CH:27][C:26](B(O)O)=[CH:25][CH:24]=1. No catalyst specified. The product is [Cl:1][C:2]1[CH:20]=[CH:19][C:5]([CH2:6][N:7]2[CH:12]=[C:11]([C:26]3[CH:27]=[CH:28][C:23]([O:22][CH3:21])=[CH:24][CH:25]=3)[CH:10]=[C:9]([C:14]([O:16][CH3:17])=[O:15])[C:8]2=[O:18])=[CH:4][CH:3]=1. The yield is 0.820. (2) The reactants are C([O:3][C:4](=[O:30])[CH2:5][CH:6]([N:13]1[C:21]2[C:16](=[CH:17][C:18]([O:22][CH2:23][CH2:24][O:25][NH:26][C:27]([NH2:29])=[NH:28])=[CH:19][CH:20]=2)[CH:15]=[CH:14]1)[C:7]1[CH:12]=[CH:11][CH:10]=[CH:9][CH:8]=1)C.[OH-].[Li+].Cl. The catalyst is CO.O. The product is [NH:26]([O:25][CH2:24][CH2:23][O:22][C:18]1[CH:17]=[C:16]2[C:21](=[CH:20][CH:19]=1)[N:13]([CH:6]([C:7]1[CH:8]=[CH:9][CH:10]=[CH:11][CH:12]=1)[CH2:5][C:4]([OH:30])=[O:3])[CH:14]=[CH:15]2)[C:27]([NH2:29])=[NH:28]. The yield is 0.800. (3) The reactants are [Si]([O:18][CH:19]1[CH2:22][N:21]([C:23]2[S:24][CH:25]=[C:26]([C:28]([N:30]3[CH2:34][CH2:33][CH2:32][CH2:31]3)=[O:29])[N:27]=2)[CH2:20]1)(C(C)(C)C)(C1C=CC=CC=1)C1C=CC=CC=1.[F-].C([N+](CCCC)(CCCC)CCCC)CCC. The catalyst is O1CCCC1. The product is [OH:18][CH:19]1[CH2:22][N:21]([C:23]2[S:24][CH:25]=[C:26]([C:28]([N:30]3[CH2:31][CH2:32][CH2:33][CH2:34]3)=[O:29])[N:27]=2)[CH2:20]1. The yield is 0.720. (4) The reactants are [N:1]([CH2:4][C:5]1[CH:6]=[N:7][C:8]([C:11]([F:14])([F:13])[F:12])=[N:9][CH:10]=1)=[N+]=[N-].C1(P(C2C=CC=CC=2)C2C=CC=CC=2)C=CC=CC=1.O. The catalyst is C1COCC1. The product is [NH2:1][CH2:4][C:5]1[CH:6]=[N:7][C:8]([C:11]([F:14])([F:13])[F:12])=[N:9][CH:10]=1. The yield is 0.550. (5) The catalyst is C1COCC1. The product is [OH:28][C@H:29]([C@H:30]([CH2:11][CH:12]=[C:5]([CH3:6])[CH3:7])[C:31]([O:33][CH3:34])=[O:32])[CH3:35]. The yield is 0.860. The reactants are C(N[CH:5]([CH3:7])[CH3:6])(C)C.C(=O)=O.[CH3:11][C:12](C)=O.C([Li])CCC.C([N-]C(C)C)(C)C.[Li+].[OH:28][C@@H:29]([CH3:35])[CH2:30][C:31]([O:33][CH3:34])=[O:32].BrCC=C(C)C.COCCOC. (6) The reactants are [CH:1]1([CH2:4][C:5]2[S:6][C:7]3[N:8]=[CH:9][N:10]=[C:11](O)[C:12]=3[N:13]=2)[CH2:3][CH2:2]1.P(Cl)(Cl)([Cl:17])=O. The catalyst is C1(C)C=CC=CC=1. The product is [Cl:17][C:11]1[C:12]2[N:13]=[C:5]([CH2:4][CH:1]3[CH2:3][CH2:2]3)[S:6][C:7]=2[N:8]=[CH:9][N:10]=1. The yield is 0.470.